From a dataset of Forward reaction prediction with 1.9M reactions from USPTO patents (1976-2016). Predict the product of the given reaction. (1) Given the reactants [C:1]([OH:4])(=O)[CH3:2].[CH2:5]([N:12]1[CH2:16][CH2:15][C@@H:14](N)[CH2:13]1)[C:6]1[CH:11]=[CH:10][CH:9]=[CH:8][CH:7]=1, predict the reaction product. The product is: [CH2:5]([N:12]1[CH2:16][CH2:2][CH:1]([OH:4])[CH2:13]1)[C:6]1[CH:11]=[CH:10][CH:9]=[CH:8][CH:7]=1.[CH2:5]([N:12]1[CH2:16][CH:15]=[CH:14][CH2:13]1)[C:6]1[CH:11]=[CH:10][CH:9]=[CH:8][CH:7]=1. (2) Given the reactants [Cl:1][C:2]1[C:6]([CH3:7])=[C:5]([NH:8][C:9](=[O:23])[C:10]2[CH:15]=[C:14]([N:16]3[CH2:21][CH2:20][O:19][CH2:18][CH2:17]3)[CH:13]=[C:12]([F:22])[CH:11]=2)[S:4][C:3]=1[C:24]([OH:26])=O.[NH2:27][C:28]1[C:32]([CH3:33])=[N:31][N:30]([CH3:34])[C:29]=1[CH3:35], predict the reaction product. The product is: [Cl:1][C:2]1[C:6]([CH3:7])=[C:5]([NH:8][C:9](=[O:23])[C:10]2[CH:15]=[C:14]([N:16]3[CH2:17][CH2:18][O:19][CH2:20][CH2:21]3)[CH:13]=[C:12]([F:22])[CH:11]=2)[S:4][C:3]=1[C:24]([NH:27][C:28]1[C:32]([CH3:33])=[N:31][N:30]([CH3:34])[C:29]=1[CH3:35])=[O:26].